Dataset: Forward reaction prediction with 1.9M reactions from USPTO patents (1976-2016). Task: Predict the product of the given reaction. (1) Given the reactants [CH2:1]1[CH:9]2[N:4]([CH2:5][CH2:6][CH:7]([C:10]3[C:18]4[C:13](=[CH:14][CH:15]=[N:16][CH:17]=4)[NH:12][CH:11]=3)[CH2:8]2)[CH2:3][CH2:2]1.[C:19]1([S:29](Cl)(=[O:31])=[O:30])[C:28]2[C:23](=[CH:24][CH:25]=[CH:26][CH:27]=2)[CH:22]=[CH:21][CH:20]=1.C[Si]([N-][Si](C)(C)C)(C)C.[Na+], predict the reaction product. The product is: [CH2:1]1[CH:9]2[N:4]([CH2:5][CH2:6][CH:7]([C:10]3[C:18]4[C:13](=[CH:14][CH:15]=[N:16][CH:17]=4)[N:12]([S:29]([C:19]4[C:28]5[C:23](=[CH:24][CH:25]=[CH:26][CH:27]=5)[CH:22]=[CH:21][CH:20]=4)(=[O:31])=[O:30])[CH:11]=3)[CH2:8]2)[CH2:3][CH2:2]1. (2) Given the reactants [H-].C([Al+]CC(C)C)C(C)C.[CH:11]12[O:19][CH:18]1[CH2:17][CH2:16][CH:15]=[CH:14][CH2:13][CH2:12]2.CC(O)C.Cl, predict the reaction product. The product is: [CH:15]1[CH2:14][CH2:13][CH2:12][CH2:11][CH:18]([OH:19])[CH2:17][CH:16]=1.